This data is from Forward reaction prediction with 1.9M reactions from USPTO patents (1976-2016). The task is: Predict the product of the given reaction. Given the reactants [C:1]([O:5][C:6]([N:8]1[CH2:13][CH2:12][CH:11]([O:14][N:15]=[C:16]2[CH2:21][CH2:20][NH:19][CH2:18][CH2:17]2)[CH2:10][CH2:9]1)=[O:7])([CH3:4])([CH3:3])[CH3:2].[Br:22][C:23]1[CH:28]=[C:27]([F:29])[C:26](F)=[CH:25][C:24]=1[F:31].CCN(C(C)C)C(C)C.Cl, predict the reaction product. The product is: [C:1]([O:5][C:6]([N:8]1[CH2:13][CH2:12][CH:11]([O:14][N:15]=[C:16]2[CH2:21][CH2:20][N:19]([C:26]3[CH:25]=[C:24]([F:31])[C:23]([Br:22])=[CH:28][C:27]=3[F:29])[CH2:18][CH2:17]2)[CH2:10][CH2:9]1)=[O:7])([CH3:4])([CH3:2])[CH3:3].